From a dataset of Catalyst prediction with 721,799 reactions and 888 catalyst types from USPTO. Predict which catalyst facilitates the given reaction. Reactant: [CH2:1]([O:3][C:4](=[O:24])[CH:5]([O:22][CH3:23])[CH2:6][C:7]1[CH:12]=[CH:11][C:10]([O:13]CC2C=CC=CC=2)=[C:9]([CH3:21])[CH:8]=1)[CH3:2]. Product: [CH2:1]([O:3][C:4](=[O:24])[CH:5]([O:22][CH3:23])[CH2:6][C:7]1[CH:12]=[CH:11][C:10]([OH:13])=[C:9]([CH3:21])[CH:8]=1)[CH3:2]. The catalyst class is: 13.